From a dataset of Forward reaction prediction with 1.9M reactions from USPTO patents (1976-2016). Predict the product of the given reaction. (1) The product is: [CH:21]1([C:24]([C:25]2[C:7]([C:9]3[CH:14]=[CH:13][CH:12]=[CH:11][CH:10]=3)=[C:6]3[CH:5]=[C:4]([C:15]4[CH:20]=[CH:19][CH:18]=[CH:17][CH:16]=4)[S:3][C:2]3=[N:1][C:26]=2[CH3:27])=[O:29])[CH2:23][CH2:22]1. Given the reactants [NH2:1][C:2]1[S:3][C:4]([C:15]2[CH:20]=[CH:19][CH:18]=[CH:17][CH:16]=2)=[CH:5][C:6]=1[C:7]([C:9]1[CH:14]=[CH:13][CH:12]=[CH:11][CH:10]=1)=O.[CH:21]1([C:24](=[O:29])[CH2:25][C:26](=O)[CH3:27])[CH2:23][CH2:22]1, predict the reaction product. (2) The product is: [CH3:1][C:2]1[C:13]([C:14]([F:15])([F:16])[F:17])=[CH:12][CH:11]=[CH:10][C:3]=1[O:4][CH:5]([C:6]1[NH:20][CH2:19][CH2:18][N:7]=1)[CH2:8][CH3:9]. Given the reactants [CH3:1][C:2]1[C:13]([C:14]([F:17])([F:16])[F:15])=[CH:12][CH:11]=[CH:10][C:3]=1[O:4][CH:5]([CH2:8][CH3:9])[C:6]#[N:7].[CH2:18](N)[CH2:19][NH2:20].[S-]SS[S-].[Na+].[Na+], predict the reaction product. (3) Given the reactants CC(C)([O-])C.[K+].[NH:7]1[C:15]2[C:10](=[CH:11][CH:12]=[CH:13][CH:14]=2)[C:9]([CH2:16][C:17]([NH2:19])=[O:18])=[CH:8]1.[NH:20]1[C:28]2[C:23](=[CH:24][CH:25]=[CH:26][CH:27]=2)[C:22]([C:29](=O)[C:30](OC)=[O:31])=[CH:21]1.Cl, predict the reaction product. The product is: [NH:7]1[C:15]2[C:10](=[CH:11][CH:12]=[CH:13][CH:14]=2)[C:9]([C:16]2[C:17](=[O:18])[NH:19][C:30](=[O:31])[C:29]=2[C:22]2[C:23]3[C:28](=[CH:27][CH:26]=[CH:25][CH:24]=3)[NH:20][CH:21]=2)=[CH:8]1. (4) Given the reactants [C:1]([C:3]1[CH:8]=[CH:7][C:6]([CH2:9][CH2:10][C:11]([O:13][CH3:14])=[O:12])=[CH:5][CH:4]=1)#[CH:2].Br[C:16]1[CH:17]=[C:18]([CH:21]=[CH:22][CH:23]=1)[CH:19]=[O:20], predict the reaction product. The product is: [CH:19]([C:18]1[CH:17]=[C:16]([C:2]#[C:1][C:3]2[CH:8]=[CH:7][C:6]([CH2:9][CH2:10][C:11]([O:13][CH3:14])=[O:12])=[CH:5][CH:4]=2)[CH:23]=[CH:22][CH:21]=1)=[O:20]. (5) Given the reactants N1CCCC1.[CH:6]([C:8]1[CH:29]=[C:28]([C:30]([F:33])([F:32])[F:31])[CH:27]=[CH:26][C:9]=1[O:10][C:11]1[CH:16]=[CH:15][C:14]([C:17]2[N:22]=[C:21]([C:23]([NH2:25])=[O:24])[CH:20]=[CH:19][CH:18]=2)=[CH:13][CH:12]=1)=O.[S:34]1[CH2:38][C:37](=[O:39])[NH:36][C:35]1=[O:40], predict the reaction product. The product is: [O:40]=[C:35]1[NH:36][C:37](=[O:39])/[C:38](=[CH:6]/[C:8]2[CH:29]=[C:28]([C:30]([F:33])([F:31])[F:32])[CH:27]=[CH:26][C:9]=2[O:10][C:11]2[CH:12]=[CH:13][C:14]([C:17]3[N:22]=[C:21]([C:23]([NH2:25])=[O:24])[CH:20]=[CH:19][CH:18]=3)=[CH:15][CH:16]=2)/[S:34]1. (6) Given the reactants C1(CO[C:9]([NH:11][C@H:12]([C:17]([NH:19][C@H:20]([CH2:24][OH:25])[CH:21]([CH3:23])[CH3:22])=[O:18])[CH2:13][CH:14]([CH3:16])[CH3:15])=[O:10])C=CC=CC=1.O.C(=O)([O-])[O-].[Na+].[Na+].[O:33]1[CH:37]=[CH:36][CH:35]=[C:34]1C(Cl)=O, predict the reaction product. The product is: [O:33]1[CH:37]=[CH:36][CH:35]=[C:34]1[C:9]([NH:11][C@H:12]([C:17]([NH:19][C@H:20]([CH2:24][OH:25])[CH:21]([CH3:22])[CH3:23])=[O:18])[CH2:13][CH:14]([CH3:15])[CH3:16])=[O:10]. (7) Given the reactants [NH2:1][C:2]1[CH:3]=[C:4]([CH2:8][CH2:9][C:10]([OH:12])=[O:11])[CH:5]=[CH:6][CH:7]=1.[CH:13](OCC)(OCC)OCC.[N-:23]=[N+:24]=[N-:25].[Na+].O, predict the reaction product. The product is: [N:1]1([C:2]2[CH:3]=[C:4]([CH2:8][CH2:9][C:10]([OH:12])=[O:11])[CH:5]=[CH:6][CH:7]=2)[CH:13]=[N:25][N:24]=[N:23]1.